From a dataset of Forward reaction prediction with 1.9M reactions from USPTO patents (1976-2016). Predict the product of the given reaction. (1) Given the reactants [C:1]([OH:5])(=O)[C:2]#[CH:3].N1(C(N2C=CN=C2)=O)C=CN=C1.[CH2:18]([C:20]1[N:21]=[C:22]([CH2:27][C:28]([C:30]2[CH:35]=[CH:34][C:33]([F:36])=[CH:32][C:31]=2[F:37])=[O:29])[NH:23][C:24]=1[CH2:25][CH3:26])[CH3:19], predict the reaction product. The product is: [F:37][C:31]1[CH:32]=[C:33]([F:36])[CH:34]=[CH:35][C:30]=1[C:28]([C:27]1[CH:3]=[CH:2][C:1](=[O:5])[N:23]2[C:24]([CH2:25][CH3:26])=[C:20]([CH2:18][CH3:19])[NH:21][C:22]=12)=[O:29]. (2) Given the reactants [F:1][C:2]1[CH:3]=[C:4]([CH:7]=[CH:8][C:9]=1F)[CH:5]=[O:6].[F:11][C:12]([F:21])([F:20])[C:13]1[CH:18]=[C:17]([OH:19])[CH:16]=[CH:15][N:14]=1, predict the reaction product. The product is: [F:1][C:2]1[CH:3]=[C:4]([CH:7]=[CH:8][C:9]=1[O:19][C:17]1[CH:16]=[CH:15][N:14]=[C:13]([C:12]([F:21])([F:11])[F:20])[CH:18]=1)[CH:5]=[O:6]. (3) Given the reactants [CH:1]1([C:7]2[C:8]3[CH:9]=[CH:10][C:11]([C:42]([NH:44][S:45](=[O:50])(=[O:49])[N:46]([CH3:48])[CH3:47])=[O:43])=[CH:12][C:13]=3[N:14]3[CH2:20][C:19]([C:21]([N:23]4[CH2:27][C:26]56[CH2:32][N:33]([CH3:35])[CH2:34][C:25]5([CH2:30][N:29]([CH3:31])[CH2:28]6)[CH2:24]4)=[O:22])=[CH:18][C:17]4[CH:36]=[C:37]([O:40][CH3:41])[CH:38]=[CH:39][C:16]=4[C:15]=23)[CH2:6][CH2:5][CH2:4][CH2:3][CH2:2]1, predict the reaction product. The product is: [CH:1]1([C:7]2[C:8]3[CH:9]=[CH:10][C:11]([C:42]([NH:44][S:45](=[O:49])(=[O:50])[N:46]([CH3:48])[CH3:47])=[O:43])=[CH:12][C:13]=3[N:14]3[CH2:20][CH:19]([C:21]([N:23]4[CH2:27][C:26]56[CH2:28][N:29]([CH3:31])[CH2:30][C:25]5([CH2:34][N:33]([CH3:35])[CH2:32]6)[CH2:24]4)=[O:22])[CH2:18][C:17]4[CH:36]=[C:37]([O:40][CH3:41])[CH:38]=[CH:39][C:16]=4[C:15]=23)[CH2:2][CH2:3][CH2:4][CH2:5][CH2:6]1. (4) Given the reactants CO[C:3](=[C:10]([C:13]#[N:14])[C:11]#[N:12])[C:4]1[N:5]([CH3:9])[CH:6]=[CH:7][CH:8]=1.[NH2:15][CH2:16][CH2:17][NH:18][C:19](=[O:25])[O:20][C:21]([CH3:24])([CH3:23])[CH3:22], predict the reaction product. The product is: [C:13]([C:10]([C:11]#[N:12])=[C:3]([NH:15][CH2:16][CH2:17][NH:18][C:19]([O:20][C:21]([CH3:24])([CH3:23])[CH3:22])=[O:25])[C:4]1[N:5]([CH3:9])[CH:6]=[CH:7][CH:8]=1)#[N:14]. (5) Given the reactants [CH3:1][N:2]1[C:10]2[C:5](=[CH:6][C:7]([CH2:11][N:12]3[CH:16]=[C:15]([C:17]([O:19]CC)=[O:18])[CH:14]=[N:13]3)=[CH:8][CH:9]=2)[CH:4]=[C:3]1[CH3:22].[OH-].[Na+].Cl, predict the reaction product. The product is: [CH3:1][N:2]1[C:10]2[C:5](=[CH:6][C:7]([CH2:11][N:12]3[CH:16]=[C:15]([C:17]([OH:19])=[O:18])[CH:14]=[N:13]3)=[CH:8][CH:9]=2)[CH:4]=[C:3]1[CH3:22]. (6) Given the reactants [F:1][C:2]1[C:7]([CH3:8])=[CH:6][C:5]([C:9]2[C:18]3[C:13](=[CH:14][CH:15]=[C:16]([CH:19]([CH3:21])[CH3:20])[CH:17]=3)[CH2:12][CH2:11][N:10]=2)=[CH:4][C:3]=1[CH3:22], predict the reaction product. The product is: [F:1][C:2]1[C:3]([CH3:22])=[CH:4][C:5]([C:9]2[C:18]3[C:13](=[CH:14][CH:15]=[C:16]([CH:19]([CH3:20])[CH3:21])[CH:17]=3)[CH:12]=[CH:11][N:10]=2)=[CH:6][C:7]=1[CH3:8]. (7) Given the reactants [C:1]([C:5]1[CH:6]=[C:7]([NH:50][S:51]([CH3:54])(=[O:53])=[O:52])[C:8]([O:48][CH3:49])=[C:9]([NH:11][C:12](=[O:47])[NH:13][C:14]2[C:23]3[C:18](=[CH:19][CH:20]=[CH:21][CH:22]=3)[C:17]([O:24][C:25]3[CH:30]=[CH:29][N:28]=[C:27]([NH:31][C:32]4[CH:37]=[CH:36][C:35]([P:38]([CH2:43][CH3:44])(=[O:42])[O:39]CC)=[C:34]([O:45][CH3:46])[CH:33]=4)[CH:26]=3)=[CH:16][CH:15]=2)[CH:10]=1)([CH3:4])([CH3:3])[CH3:2].[OH-].[Na+].CCO.C(O)(=O)C, predict the reaction product. The product is: [C:1]([C:5]1[CH:6]=[C:7]([NH:50][S:51]([CH3:54])(=[O:53])=[O:52])[C:8]([O:48][CH3:49])=[C:9]([NH:11][C:12]([NH:13][C:14]2[C:23]3[C:18](=[CH:19][CH:20]=[CH:21][CH:22]=3)[C:17]([O:24][C:25]3[CH:30]=[CH:29][N:28]=[C:27]([NH:31][C:32]4[CH:37]=[CH:36][C:35]([P:38]([CH2:43][CH3:44])(=[O:39])[OH:42])=[C:34]([O:45][CH3:46])[CH:33]=4)[CH:26]=3)=[CH:16][CH:15]=2)=[O:47])[CH:10]=1)([CH3:2])([CH3:3])[CH3:4]. (8) The product is: [Cl:1][C:2]1[CH:7]=[C:6]([NH:8][CH2:9][C:10]2[O:11][CH:12]=[CH:13][CH:14]=2)[C:5]([C:15]([O:17][CH2:18][C:19]([Cl:22])([Cl:21])[Cl:20])=[O:16])=[CH:4][C:3]=1[S:23]([NH:26][CH2:27][O:28][C:29](=[O:37])[CH2:30][CH2:31][CH2:32][CH2:33][C:34]([O:36][CH2:45][Cl:46])=[O:35])(=[O:25])=[O:24]. Given the reactants [Cl:1][C:2]1[CH:7]=[C:6]([NH:8][CH2:9][C:10]2[O:11][CH:12]=[CH:13][CH:14]=2)[C:5]([C:15]([O:17][CH2:18][C:19]([Cl:22])([Cl:21])[Cl:20])=[O:16])=[CH:4][C:3]=1[S:23]([NH:26][CH2:27][O:28][C:29](=[O:37])[CH2:30][CH2:31][CH2:32][CH2:33][C:34]([OH:36])=[O:35])(=[O:25])=[O:24].C(=O)([O-])[O-].[Cs+].[Cs+].Br[CH2:45][Cl:46], predict the reaction product.